The task is: Predict the reactants needed to synthesize the given product.. This data is from Full USPTO retrosynthesis dataset with 1.9M reactions from patents (1976-2016). (1) Given the product [Br-:39].[F:29][C:26]1[CH:25]=[CH:24][C:23]([N:14]2[C:13](=[O:30])[CH:12]([CH2:11][CH2:10][CH:9]([C:31]3[CH:32]=[CH:33][C:34]([F:37])=[CH:35][CH:36]=3)[O:8][Si:1]([C:4]([CH3:7])([CH3:6])[CH3:5])([CH3:3])[CH3:2])[CH:15]2[C:16]2[CH:21]=[CH:20][C:19]([O:22][CH2:48][CH2:47][CH2:40][CH2:41][CH2:42][N+:43]([CH3:46])([CH3:45])[CH3:44])=[CH:18][CH:17]=2)=[CH:28][CH:27]=1, predict the reactants needed to synthesize it. The reactants are: [Si:1]([O:8][CH:9]([C:31]1[CH:36]=[CH:35][C:34]([F:37])=[CH:33][CH:32]=1)[CH2:10][CH2:11][CH:12]1[CH:15]([C:16]2[CH:21]=[CH:20][C:19]([OH:22])=[CH:18][CH:17]=2)[N:14]([C:23]2[CH:28]=[CH:27][C:26]([F:29])=[CH:25][CH:24]=2)[C:13]1=[O:30])([C:4]([CH3:7])([CH3:6])[CH3:5])([CH3:3])[CH3:2].[Br-].[Br:39][CH:40]([CH2:47][CH3:48])[CH2:41][CH2:42][N+:43]([CH3:46])([CH3:45])[CH3:44]. (2) Given the product [CH2:46]([O:36][C:31]1[CH:32]=[CH:33][CH:34]=[CH:35][C:30]=1[CH:28]1[O:27][N:26]=[C:25]([C:23]2[N:24]=[C:20]([CH:17]3[CH2:16][CH2:15][N:14]([C:12](=[O:13])[CH2:11][N:5]4[C:6]([CH:8]([F:10])[F:9])=[CH:7][C:3]([CH:2]([F:1])[F:37])=[N:4]4)[CH2:19][CH2:18]3)[S:21][CH:22]=2)[CH2:29]1)[CH:45]=[CH2:44], predict the reactants needed to synthesize it. The reactants are: [F:1][CH:2]([F:37])[C:3]1[CH:7]=[C:6]([CH:8]([F:10])[F:9])[N:5]([CH2:11][C:12]([N:14]2[CH2:19][CH2:18][CH:17]([C:20]3[S:21][CH:22]=[C:23]([C:25]4[CH2:29][CH:28]([C:30]5[CH:35]=[CH:34][CH:33]=[CH:32][C:31]=5[OH:36])[O:27][N:26]=4)[N:24]=3)[CH2:16][CH2:15]2)=[O:13])[N:4]=1.C(=O)([O-])[O-].[K+].[K+].[CH2:44](Br)[CH:45]=[CH2:46].O. (3) Given the product [C:2]([O:4][C:5](=[O:18])[NH:6][CH2:7][CH2:8][NH:9][C:10](=[O:17])[CH2:11][O:12][CH2:13][C:14]([NH:59][C@H:44]1[CH2:45][CH2:46][C@:47]2([OH:58])[C@@:42]34[C:51]5[C:50](=[CH:55][CH:54]=[C:53]([OH:56])[C:52]=5[O:57][C@@H:43]13)[CH2:49][CH:48]2[N:39]([CH3:38])[CH2:40][CH2:41]4)=[O:16])([CH3:1])([CH3:3])[CH3:19], predict the reactants needed to synthesize it. The reactants are: [CH3:1][C:2]([CH3:19])([O:4][C:5](=[O:18])[NH:6][CH2:7][CH2:8][NH:9][C:10](=[O:17])[CH2:11][O:12][CH2:13][C:14]([OH:16])=O)[CH3:3].CCOC1N(C(OCC)=O)C2C(=CC=CC=2)C=C1.[CH3:38][N:39]1[C@@H:48]2[CH2:49][C:50]3[CH:55]=[CH:54][C:53]([OH:56])=[C:52]4[O:57][C@H:43]5[C@@H:44]([NH2:59])[CH2:45][CH2:46][C@:47]2([OH:58])[C@:42]5([C:51]=34)[CH2:41][CH2:40]1. (4) The reactants are: [Br:1][C:2]1[C:3]([C:9]([OH:11])=[O:10])=[N:4][C:5]([Cl:8])=[CH:6][CH:7]=1.S(=O)(=O)(O)O.[CH3:17]O. Given the product [CH3:17][O:10][C:9]([C:3]1[C:2]([Br:1])=[CH:7][CH:6]=[C:5]([Cl:8])[N:4]=1)=[O:11], predict the reactants needed to synthesize it. (5) Given the product [NH2:62][C:57]1[CH:58]=[CH:59][CH:60]=[CH:61][C:56]=1[NH:63][C:53]([C:50]1[CH:51]=[C:52]2[C:47](=[CH:48][CH:49]=1)[NH:46][N:45]=[C:44]2/[CH:43]=[CH:42]/[C:38]1[CH:37]=[N:36][CH:41]=[CH:40][CH:39]=1)=[O:55], predict the reactants needed to synthesize it. The reactants are: C1(P(=O)(C2C=CC=CC=2)C2C=CC=CC=2)C=CC=CC=1.FC(F)(F)S(OS(C(F)(F)F)(=O)=O)(=O)=O.[N:36]1[CH:41]=[CH:40][CH:39]=[C:38](/[CH:42]=[CH:43]/[C:44]2[C:52]3[C:47](=[CH:48][CH:49]=[C:50]([C:53]([OH:55])=O)[CH:51]=3)[NH:46][N:45]=2)[CH:37]=1.[C:56]1([NH2:63])[CH:61]=[CH:60][CH:59]=[CH:58][C:57]=1[NH2:62].C(=O)([O-])O.[Na+].